From a dataset of B-cell epitopes from IEDB database with 3,159 antigens for binding position prediction. Token-level Classification. Given an antigen amino acid sequence, predict which amino acid positions are active epitope sites capable of antibody binding. Output is a list of indices for active positions. (1) Given the antigen sequence: AFKGILSNADIKAAEAACFKEGSFDEDGFYAKVGLDAFSADELKKLFKIADEDKEGFIEEDELKLFLIAFAADLRALTDAETKAFLKAGDSDGDGKIGVDEFGALVDKWGAKG, which amino acid positions are active epitope sites? The epitope positions are: [32, 33, 34, 35, 36, 37, 38, 39, 40, 41, 42, 43, 44, 45, 46, 47]. The amino acids at these positions are: VGLDAFSADELKKLFK. (2) Given the antigen sequence: MDKLRVPLWPRVGPLCLLLAGAAWAPSPSLPDPKFESKAALLASRGSEELLCFTQRLEDLVCFWEEAASSGMDFNYSFSYQLEGESRKSCSLHQAPTVRGSVRFWCSLPTADTSSFVPLELQVTEASGSPRYHRIIHINEVVLLDAPAGLLARRAEEGSHVVLRWLPPPGAPMTTHIRYEVDVSAGNRAGGTQRVEVLEGRTECVLSNLRGGTRYTFAVRARMAEPSFSGFWSAWSEPASLLTASDLDPLILTLSLILVLISLLLTVLALLSHRRTLQQKIWPGIPSPESDFEGLFTTHKGNFQLWLLQRDGCLWWSPGSSFPEDPPAHLEVLSEPRWAVTQAGDPGADDEGPLLEPVGSEHAQDTYLVLDKWLLPRTPCSENLSGPGGSVDPVTMDEASETSSCPSDLASKPRPEGTSPSSFEYTILDPSSQLLCPRALPPELPPTPPHLKYLYLVVSDSGISTDYSSGGSQGVHGDSSDGPYSHPYENSLVPDSEPLH..., which amino acid positions are active epitope sites? The epitope positions are: [24, 25, 26, 27, 28, 29, 30, 31, 32, 33, 34, 35, 36, 37, 38]. The amino acids at these positions are: APSPSLPDPKFESKA. (3) Given the antigen sequence: MNTTDCFIAVVNAIKEVRALFLPRTAGKMEFTLHDGEKKVFYSRPNNHDNCWLNTILQLFRYVDEPFFDWVYNSPENLTLEAIKQLEELTGLELREGGPPALVIWNIKHLLHTGIGTASRPSEVCMVDGTDMCLADFHAGIFMKGREHAVFACVTSNGWYAIDDEDFYPWTPDPSDVLVFVPYDQEPLNEGWKASVQRKLKGAGQSSPATGSQNQSGNTGSIINNYYMQQYQNSMDTQLGDNAISGGSNEGSTDTTSTHTTNTQNNDWFSKLASSAFSGLFGALLADKKTEETTLLEDRILTTRNGHTTSTTQSSVGVTFGYATAEDSTSGPNTSGLETRVHQAERFFKMALFDWVPSQNFGHMHKVVLPHEPKGVYGGLVKSYAYMRNGWDVEVTAVGNQFNGGCLLVALVPEMGDISDREKYQLTLYPHQFINPRTNMTAHITVPYVGVNRYDQYKQHRPWTLVVMVVAPLTTNTAGAQQIKVYANIAPTNVHVAGEL..., which amino acid positions are active epitope sites? The epitope positions are: [858, 859, 860, 861, 862, 863, 864, 865, 866, 867, 868, 869, 870, 871, 872, 873, 874, 875]. The amino acids at these positions are: YTASARGDLAHLTTTHAR. (4) Given the antigen sequence: MLWRVLLSKRPPFPHPELDFQEAPIPSCPGRLPGRKNSVALAAAPRKEPTGDREKPLPFPVLAPFSNPEHSAPAKVVRAAVPKQRKGSKVGDFGDAINWPTPGEIAHKSVQPQSHKPQPTRKLPPKKDMKEQEKGEGSDSKESPKTKSDESGEEKNGDEDCQRGGQKKKGNKHKWVPLQIDMKPEVPREKLASRPTRPPEPRHIPANRGEIKGSESATYVPVAPPTPAWQPEIKPEPAWHDQDETSSVKSDGAGGARASFRGRGRGRGRGRGRGRGGTRTHFDYQFGYRKFDGVEGPRTPKYMNNITYYFDNVSSTELYSVDQELLKDYIKRQIEYYFSVDNLERDFFLRRKMDADGFLPITLIASFHRVQALTTDISLIFAALKDSKVVEIVDEKVRRREEPEKWPLPPIVDYSQTDFSQLLNCPEFVPRQHYQKETESAPGSPRAVTPVPTKTEEVSNLKTLPKGLSASLPDLDSENWIEVKKRPRPSPARPKKSEES..., which amino acid positions are active epitope sites? The epitope positions are: [925, 926, 927, 928, 929, 930, 931, 932, 933, 934, 935, 936, 937, 938, 939]. The amino acids at these positions are: KNLDIDPKLQEYLGK. (5) Given the antigen sequence: MGGWSSKPRQGMGTNLSVPNPLGFFPDHHLDPAFGANSNNPDWDFNPNKDHWPKANQVRAGAFGPGFTPPHCSLLGWSPQAQGILTTVPAAPPPASSNRQSGKQPTPISPPLRDSHPQAMQWNSTTFHQTLQDPRVRGLYFPAGGSSSGTVNPVPTTASPISSIFSRIGDPALNMENITSGFLGPLLVLQAGFFLLTRILTIPQSLDSWWTSLNFLGGTTVCLGQNSQSPISNHSPTSCPPTCPGYRWMCLRRFIIFLFILLLCLIFLLVLLDYQGMLPVCPLIPGSSTTSTGPCRTCTTPAQGTSMYPSCCCTKPSDGNCTCIPIPSSWAFGKFLWEWASARFSWLSLLVPFVQWFVGLSPTVWLSVIWMMWYWGPSLYSILSPFLPLLPIFFCLWVYI, which amino acid positions are active epitope sites? The epitope positions are: [130, 131, 132, 133, 134, 135, 136, 137, 138, 139, 140, 141, 142, 143, 144]. The amino acids at these positions are: LQDPRVRGLYFPAGG. (6) Given the antigen sequence: MLLSPSLLLLLLLGAPRGCAEGVAAALTPERLLEWQDKGIFVIQSESLKKCIQAGKSVLTLENCKQANKHMLWKWVSNHGLFNIGGSGCLGLNFSAPEQPLSLYECDSTLVSLRWRCNRKMITGPLQYSVQVAHDNTVVASRKYIHKWISYGSGGGDICEYLHKDLHTIKGNTHGMPCMFPFQYNHQWHHECTREGREDDLLWCATTSRYERDEKWGFCPDPTSAEVGCDTIWEKDLNSHICYQFNLLSSLSWSEAHSSCQMQGGTLLSITDETEENFIREHMSSKTVEVWMGLNQLDEHAGWQWSDGTPLNYLNWSPEVNFEPFVEDHCGTFSSFMPSAWRSRDCESTLPYICKKYLNHIDHEIVEKDAWKYYATHCEPGWNPYNRNCYKLQKEEKTWHEALRSCQADNSALIDITSLAEVEFLVTLLGDENASETWIGLSSNKIPVSFEWSNDSSVIFTNWHTLEPHIFPNRSQLCVSAEQSEGHWKVKNCEERLFYI..., which amino acid positions are active epitope sites? The epitope positions are: [210, 211, 212, 213, 214, 215, 216, 217, 218, 219, 220, 221, 222, 223, 224]. The amino acids at these positions are: ERDEKWGFCPDPTSA.